From a dataset of Forward reaction prediction with 1.9M reactions from USPTO patents (1976-2016). Predict the product of the given reaction. (1) Given the reactants [C:1]([C:3]([CH3:8])([CH3:7])[C:4]([NH2:6])=[O:5])#[N:2].C(Cl)(=O)[C:10](Cl)=[O:11].[CH3:15][N:16]1[CH:20]=[C:19]([C:21]2[CH:26]=[C:25]([O:27][C:28]3[CH:29]=[CH:30][C:31]([NH2:34])=[N:32][CH:33]=3)[CH:24]=[CH:23][N:22]=2)[CH:18]=[N:17]1.N1C=CC=CC=1, predict the reaction product. The product is: [C:1]([C:3]([CH3:8])([CH3:7])[C:4]([NH:6][C:10](=[O:11])[NH:34][C:31]1[CH:30]=[CH:29][C:28]([O:27][C:25]2[CH:24]=[CH:23][N:22]=[C:21]([C:19]3[CH:18]=[N:17][N:16]([CH3:15])[CH:20]=3)[CH:26]=2)=[CH:33][N:32]=1)=[O:5])#[N:2]. (2) Given the reactants [F:1][C:2]1[CH:7]=[CH:6][C:5]([N:8]2[C:11](=[O:12])[C@H:10]([S:13][CH2:14][C:15]([C:17]3[CH:22]=[CH:21][C:20]([F:23])=[CH:19][CH:18]=3)=[O:16])[C@H:9]2[C:24]2[CH:41]=[CH:40][C:27]([O:28][CH2:29][C:30]([NH:32][C@@H:33]([C:37]([OH:39])=O)[CH:34]([CH3:36])[CH3:35])=[O:31])=[CH:26][CH:25]=2)=[CH:4][CH:3]=1.Cl.C([O:47][CH2:48][C@@H:49]([C:51]([O:53]C(C)(C)C)=[O:52])[NH2:50])(C)(C)C.CN1CCOCC1.CN(C(ON1N=NC2C=CC=CC1=2)=[N+](C)C)C.[B-](F)(F)(F)F.C(N(CC)CC)C.[BH4-].[Na+].C([O-])(=O)C.[NH4+], predict the reaction product. The product is: [F:1][C:2]1[CH:3]=[CH:4][C:5]([N:8]2[C:11](=[O:12])[C@H:10]([S:13][CH2:14][CH:15]([C:17]3[CH:22]=[CH:21][C:20]([F:23])=[CH:19][CH:18]=3)[OH:16])[C@H:9]2[C:24]2[CH:41]=[CH:40][C:27]([O:28][CH2:29][C:30]([NH:32][C@@H:33]([C:37]([NH:50][C@H:49]([C:51]([OH:53])=[O:52])[CH2:48][OH:47])=[O:39])[CH:34]([CH3:35])[CH3:36])=[O:31])=[CH:26][CH:25]=2)=[CH:6][CH:7]=1.